Dataset: Full USPTO retrosynthesis dataset with 1.9M reactions from patents (1976-2016). Task: Predict the reactants needed to synthesize the given product. Given the product [F:10][C:11]1[CH:16]=[CH:15][C:14]([CH2:17][C:18]2[C:27]3[C:22](=[CH:23][CH:24]=[CH:25][CH:26]=3)[C:21](=[O:28])[NH:20][N:19]=2)=[CH:13][C:12]=1[N:29]1[C:30](=[O:37])[CH2:31][CH:32]([CH3:36])[C:33]1=[O:34], predict the reactants needed to synthesize it. The reactants are: C(N(C(C)C)CC)(C)C.[F:10][C:11]1[CH:16]=[CH:15][C:14]([CH2:17][C:18]2[C:27]3[C:22](=[CH:23][CH:24]=[CH:25][CH:26]=3)[C:21](=[O:28])[NH:20][N:19]=2)=[CH:13][C:12]=1[NH:29][C:30](=[O:37])[CH2:31][CH:32]([CH3:36])[C:33](O)=[O:34].